This data is from Reaction yield outcomes from USPTO patents with 853,638 reactions. The task is: Predict the reaction yield, written as a fraction of the theoretical maximum amount of product (1.0 means a 100% yield; for example, 0.34 means a 34% yield). (1) The reactants are C([O:8][C@H:9]1[C@H:16]([O:17]CC2C=CC=CC=2)[C@@H:15]([O:25]CC2C=CC=CC=2)[C@H:14]([C:33]2[CH:38]=[CH:37][C:36]([Cl:39])=[C:35]([CH2:40][C:41]3[CH:46]=[CH:45][C:44]([CH2:47][CH3:48])=[CH:43][CH:42]=3)[CH:34]=2)[C:11]2([CH2:13][CH2:12]2)[C@@H:10]1[CH2:49][O:50]CC1C=CC=CC=1)C1C=CC=CC=1.ClC1C=CC=CC=1Cl.[H][H]. The catalyst is C1COCC1.CO.[Pd]. The product is [Cl:39][C:36]1[CH:37]=[CH:38][C:33]([C@H:14]2[C@H:15]([OH:25])[C@@H:16]([OH:17])[C@H:9]([OH:8])[C@@H:10]([CH2:49][OH:50])[C:11]32[CH2:12][CH2:13]3)=[CH:34][C:35]=1[CH2:40][C:41]1[CH:42]=[CH:43][C:44]([CH2:47][CH3:48])=[CH:45][CH:46]=1. The yield is 0.370. (2) The reactants are Cl[C:2]1[C:11]2[C:6](=[CH:7][C:8]([O:14][CH3:15])=[C:9]([O:12][CH3:13])[CH:10]=2)[N:5]=[CH:4][CH:3]=1.[OH:16][C:17]1[CH:26]=[CH:25][C:24]2[C:19](=[CH:20][CH:21]=[CH:22][CH:23]=2)[C:18]=1[CH:27]=[O:28].O. The catalyst is CN(C)C1C=CN=CC=1.ClC1C=CC=CC=1Cl. The product is [CH3:13][O:12][C:9]1[CH:10]=[C:11]2[C:6](=[CH:7][C:8]=1[O:14][CH3:15])[N:5]=[CH:4][CH:3]=[C:2]2[O:16][C:17]1[CH:26]=[CH:25][C:24]2[C:19](=[CH:20][CH:21]=[CH:22][CH:23]=2)[C:18]=1[CH:27]=[O:28]. The yield is 0.150. (3) The reactants are [F:1][C:2]1[CH:28]=[CH:27][CH:26]=[C:25]([F:29])[C:3]=1[C:4]([NH:6][C:7]1[S:8][C:9]([C:15]2[CH:20]=[CH:19][CH:18]=[C:17]([C:21]([F:24])([F:23])[F:22])[CH:16]=2)=[C:10]([C:12]([CH3:14])=[CH2:13])[N:11]=1)=[O:5].[H][H]. The catalyst is CCOC(C)=O.[Pd]. The product is [F:1][C:2]1[CH:28]=[CH:27][CH:26]=[C:25]([F:29])[C:3]=1[C:4]([NH:6][C:7]1[S:8][C:9]([C:15]2[CH:20]=[CH:19][CH:18]=[C:17]([C:21]([F:22])([F:23])[F:24])[CH:16]=2)=[C:10]([CH:12]([CH3:13])[CH3:14])[N:11]=1)=[O:5]. The yield is 0.720. (4) The reactants are BrC1[S:18][C:5]2[C:6]3[S:14][C:13]4[C:12]5[S:15][CH:16]=[CH:17][C:11]=5[S:10][C:9]=4[C:7]=3[S:8][C:4]=2[C:3]=1[CH2:19][CH2:20][CH2:21][CH2:22][CH2:23][CH2:24][CH2:25][CH2:26][CH2:27][CH3:28].[CH:29]#[C:30][CH2:31][CH2:32][CH2:33][CH2:34][CH2:35][CH2:36][CH2:37][CH3:38].[CH2:39](N(CC)CC)C. The catalyst is C1C=CC([P]([Pd]([P](C2C=CC=CC=2)(C2C=CC=CC=2)C2C=CC=CC=2)([P](C2C=CC=CC=2)(C2C=CC=CC=2)C2C=CC=CC=2)[P](C2C=CC=CC=2)(C2C=CC=CC=2)C2C=CC=CC=2)(C2C=CC=CC=2)C2C=CC=CC=2)=CC=1.[Cu]I. The product is [C:30]([C:29]1[S:18][C:5]2[C:6]3[S:14][C:13]4[C:12]5[S:15][CH:16]=[CH:17][C:11]=5[S:10][C:9]=4[C:7]=3[S:8][C:4]=2[C:3]=1[CH2:19][CH2:20][CH2:21][CH2:22][CH2:23][CH2:24][CH2:25][CH2:26][CH2:27][CH3:28])#[C:31][CH2:32][CH2:33][CH2:34][CH2:35][CH2:36][CH2:37][CH2:38][CH3:39]. The yield is 0.902. (5) The reactants are [Si:1]([O:8][CH2:9][C:10]1[C:19](I)=[C:13]2[CH:14]=[C:15]([F:18])[CH:16]=[CH:17][N:12]2[N:11]=1)([C:4]([CH3:7])([CH3:6])[CH3:5])([CH3:3])[CH3:2].[Cl:21][C:22]1[C:27]([F:28])=[C:26]([Cl:29])[N:25]=[C:24](S(C)(=O)=O)[N:23]=1. The catalyst is C1COCC1. The product is [Si:1]([O:8][CH2:9][C:10]1[C:19]([C:24]2[N:25]=[C:26]([Cl:29])[C:27]([F:28])=[C:22]([Cl:21])[N:23]=2)=[C:13]2[CH:14]=[C:15]([F:18])[CH:16]=[CH:17][N:12]2[N:11]=1)([C:4]([CH3:7])([CH3:6])[CH3:5])([CH3:3])[CH3:2]. The yield is 0.400. (6) The reactants are [BH4-].[Na+].[Cl-].[Ca+2].[Cl-].[C:6]([C:8]1[CH:13]=[CH:12][CH:11]=[CH:10][C:9]=1[C:14]1[CH:19]=[CH:18][C:17]([CH2:20][C:21]2[C:26](=[O:27])[N:25]([C:28]3[CH:43]=[CH:42][C:31]([O:32][C:33]4([C:38](OC)=[O:39])[CH2:37][CH2:36][CH2:35][CH2:34]4)=[CH:30][CH:29]=3)[C:24]([CH2:44][CH3:45])=[N:23][C:22]=2[CH2:46][CH2:47][CH3:48])=[CH:16][CH:15]=1)#[N:7]. The catalyst is CO.O1CCCC1.C(OCC)(=O)C.Cl. The product is [CH2:44]([C:24]1[N:25]([C:28]2[CH:43]=[CH:42][C:31]([O:32][C:33]3([CH2:38][OH:39])[CH2:34][CH2:35][CH2:36][CH2:37]3)=[CH:30][CH:29]=2)[C:26](=[O:27])[C:21]([CH2:20][C:17]2[CH:16]=[CH:15][C:14]([C:9]3[C:8]([C:6]#[N:7])=[CH:13][CH:12]=[CH:11][CH:10]=3)=[CH:19][CH:18]=2)=[C:22]([CH2:46][CH2:47][CH3:48])[N:23]=1)[CH3:45]. The yield is 0.930. (7) The reactants are [C:1]([CH2:9][CH2:10][CH2:11][CH2:12][CH2:13][CH2:14][C:15]([O:17][CH2:18][CH3:19])=[O:16])(=[O:8])[C:2]1C=C[CH:5]=[CH:4][CH:3]=1.[O:20]1C=CC=C1C(Cl)=O. No catalyst specified. The product is [O:20]1[CH:5]=[CH:4][CH:3]=[C:2]1[C:1]([CH2:9][CH2:10][CH2:11][CH2:12][CH2:13][CH2:14][C:15]([O:17][CH2:18][CH3:19])=[O:16])=[O:8]. The yield is 0.710. (8) The reactants are [Cl-].O[NH3+].[C:4](=[O:7])([O-])[OH:5].[Na+].[CH2:9]([C:11]1[S:40][C:14]2[N:15]([CH2:25][C:26]3[CH:31]=[CH:30][C:29]([C:32]4[C:33]([C:38]#[N:39])=[CH:34][CH:35]=[CH:36][CH:37]=4)=[CH:28][CH:27]=3)[C:16](=[O:24])[CH:17]3[CH2:23][CH2:22][CH2:21][N:18]3[C:19](=[O:20])[C:13]=2[CH:12]=1)[CH3:10].[N:41]12CCCN=C1CCCCC2. The catalyst is C(Cl)(Cl)Cl.C(Cl)Cl.CS(C)=O. The product is [CH2:9]([C:11]1[S:40][C:14]2[N:15]([CH2:25][C:26]3[CH:31]=[CH:30][C:29]([C:32]4[CH:37]=[CH:36][CH:35]=[CH:34][C:33]=4[C:38]4[NH:41][C:4](=[O:7])[O:5][N:39]=4)=[CH:28][CH:27]=3)[C:16](=[O:24])[CH:17]3[CH2:23][CH2:22][CH2:21][N:18]3[C:19](=[O:20])[C:13]=2[CH:12]=1)[CH3:10]. The yield is 0.520. (9) The reactants are [CH3:1][C@H:2]1[CH2:7][O:6][CH2:5][CH2:4][NH:3]1.[F:8][C:9]1[CH:10]=[C:11]([NH:16][CH:17]([C:19]2[CH:20]=[C:21]([C:34]([O:36][CH3:37])=[O:35])[CH:22]=[C:23]3[C:28]=2[O:27][C:26](S(CC)=O)=[CH:25][C:24]3=[O:33])[CH3:18])[CH:12]=[C:13]([F:15])[CH:14]=1.C(N(C(C)C)C(C)C)C. The catalyst is C(#N)C. The product is [F:8][C:9]1[CH:10]=[C:11]([NH:16][CH:17]([C:19]2[CH:20]=[C:21]([C:34]([O:36][CH3:37])=[O:35])[CH:22]=[C:23]3[C:28]=2[O:27][C:26]([N:3]2[CH2:4][CH2:5][O:6][CH2:7][C@@H:2]2[CH3:1])=[CH:25][C:24]3=[O:33])[CH3:18])[CH:12]=[C:13]([F:15])[CH:14]=1. The yield is 0.340.